The task is: Regression. Given two drug SMILES strings and cell line genomic features, predict the synergy score measuring deviation from expected non-interaction effect.. This data is from NCI-60 drug combinations with 297,098 pairs across 59 cell lines. (1) Drug 1: C1C(C(OC1N2C=C(C(=O)NC2=O)F)CO)O. Drug 2: CCN(CC)CCCC(C)NC1=C2C=C(C=CC2=NC3=C1C=CC(=C3)Cl)OC. Cell line: SK-MEL-28. Synergy scores: CSS=26.3, Synergy_ZIP=-3.39, Synergy_Bliss=3.79, Synergy_Loewe=-19.7, Synergy_HSA=3.01. (2) Drug 1: CC1OCC2C(O1)C(C(C(O2)OC3C4COC(=O)C4C(C5=CC6=C(C=C35)OCO6)C7=CC(=C(C(=C7)OC)O)OC)O)O. Drug 2: CN(C(=O)NC(C=O)C(C(C(CO)O)O)O)N=O. Cell line: MDA-MB-435. Synergy scores: CSS=1.76, Synergy_ZIP=-3.92, Synergy_Bliss=-7.66, Synergy_Loewe=-14.2, Synergy_HSA=-9.72.